From a dataset of NCI-60 drug combinations with 297,098 pairs across 59 cell lines. Regression. Given two drug SMILES strings and cell line genomic features, predict the synergy score measuring deviation from expected non-interaction effect. (1) Drug 1: C1=CC=C(C(=C1)C(C2=CC=C(C=C2)Cl)C(Cl)Cl)Cl. Drug 2: COC1=C2C(=CC3=C1OC=C3)C=CC(=O)O2. Cell line: TK-10. Synergy scores: CSS=0.282, Synergy_ZIP=-2.47, Synergy_Bliss=-2.49, Synergy_Loewe=-1.80, Synergy_HSA=-1.99. (2) Drug 2: CS(=O)(=O)OCCCCOS(=O)(=O)C. Drug 1: CN1C(=O)N2C=NC(=C2N=N1)C(=O)N. Synergy scores: CSS=49.7, Synergy_ZIP=0.762, Synergy_Bliss=-0.0243, Synergy_Loewe=3.65, Synergy_HSA=5.98. Cell line: HL-60(TB). (3) Drug 1: CC(CN1CC(=O)NC(=O)C1)N2CC(=O)NC(=O)C2. Drug 2: C1=CN(C=N1)CC(O)(P(=O)(O)O)P(=O)(O)O. Cell line: MDA-MB-435. Synergy scores: CSS=7.29, Synergy_ZIP=0.124, Synergy_Bliss=4.45, Synergy_Loewe=1.93, Synergy_HSA=1.99. (4) Drug 1: CN1C(=O)N2C=NC(=C2N=N1)C(=O)N. Drug 2: COC1=C2C(=CC3=C1OC=C3)C=CC(=O)O2. Cell line: CCRF-CEM. Synergy scores: CSS=8.96, Synergy_ZIP=-1.14, Synergy_Bliss=-2.20, Synergy_Loewe=-0.491, Synergy_HSA=-3.49. (5) Drug 1: CNC(=O)C1=NC=CC(=C1)OC2=CC=C(C=C2)NC(=O)NC3=CC(=C(C=C3)Cl)C(F)(F)F. Drug 2: N.N.Cl[Pt+2]Cl. Cell line: PC-3. Synergy scores: CSS=43.4, Synergy_ZIP=-5.84, Synergy_Bliss=-4.92, Synergy_Loewe=-11.1, Synergy_HSA=-1.30.